This data is from Reaction yield outcomes from USPTO patents with 853,638 reactions. The task is: Predict the reaction yield, written as a fraction of the theoretical maximum amount of product (1.0 means a 100% yield; for example, 0.34 means a 34% yield). The reactants are Br[C:2]1[C:7]2[S:8][CH:9]=[CH:10][C:6]=2[CH:5]=[CH:4][CH:3]=1.[CH3:11][C:12]1[C:17](B(O)O)=[CH:16][N:15]=[CH:14][N:13]=1.O1CCOCC1.[O-]P([O-])([O-])=O.[K+].[K+].[K+]. The catalyst is C(Cl)Cl.C1C=CC(P(C2C=CC=CC=2)[C-]2C=CC=C2)=CC=1.C1C=CC(P(C2C=CC=CC=2)[C-]2C=CC=C2)=CC=1.Cl[Pd]Cl.[Fe+2].C(Cl)Cl.O. The product is [S:8]1[CH:9]=[CH:10][C:6]2[CH:5]=[CH:4][CH:3]=[C:2]([C:17]3[C:12]([CH3:11])=[N:13][CH:14]=[N:15][CH:16]=3)[C:7]1=2. The yield is 0.300.